Dataset: Full USPTO retrosynthesis dataset with 1.9M reactions from patents (1976-2016). Task: Predict the reactants needed to synthesize the given product. Given the product [CH2:2]([O:9][C:11]1[CH:20]=[C:19]2[C:14]([C:15](=[O:21])[NH:16][CH:17]=[N:18]2)=[CH:13][CH:12]=1)[C:3]1[CH:8]=[CH:7][CH:6]=[CH:5][CH:4]=1, predict the reactants needed to synthesize it. The reactants are: [Na].[CH2:2]([OH:9])[C:3]1[CH:8]=[CH:7][CH:6]=[CH:5][CH:4]=1.F[C:11]1[CH:20]=[C:19]2[C:14]([C:15](=[O:21])[NH:16][CH:17]=[N:18]2)=[CH:13][CH:12]=1.Cl.